From a dataset of CYP3A4 inhibition data for predicting drug metabolism from PubChem BioAssay. Regression/Classification. Given a drug SMILES string, predict its absorption, distribution, metabolism, or excretion properties. Task type varies by dataset: regression for continuous measurements (e.g., permeability, clearance, half-life) or binary classification for categorical outcomes (e.g., BBB penetration, CYP inhibition). Dataset: cyp3a4_veith. The molecule is COC(=O)C/C=C\[C@@H](C)[C@@H](/C=N\O[C@@H](C)c1cc(-c2c(C)cc(C)cc2C)no1)OC. The result is 0 (non-inhibitor).